The task is: Regression. Given two drug SMILES strings and cell line genomic features, predict the synergy score measuring deviation from expected non-interaction effect.. This data is from NCI-60 drug combinations with 297,098 pairs across 59 cell lines. Drug 1: C1=CC=C(C(=C1)C(C2=CC=C(C=C2)Cl)C(Cl)Cl)Cl. Drug 2: CC1=C(C(=O)C2=C(C1=O)N3CC4C(C3(C2COC(=O)N)OC)N4)N. Cell line: NCI-H322M. Synergy scores: CSS=6.03, Synergy_ZIP=-2.29, Synergy_Bliss=-0.248, Synergy_Loewe=-8.09, Synergy_HSA=-1.54.